From a dataset of Peptide-MHC class I binding affinity with 185,985 pairs from IEDB/IMGT. Regression. Given a peptide amino acid sequence and an MHC pseudo amino acid sequence, predict their binding affinity value. This is MHC class I binding data. (1) The peptide sequence is FLRMNLNPL. The MHC is H-2-Kb with pseudo-sequence H-2-Kb. The binding affinity (normalized) is 0.370. (2) The peptide sequence is RFANALLAL. The MHC is HLA-A23:01 with pseudo-sequence HLA-A23:01. The binding affinity (normalized) is 0.542. (3) The peptide sequence is KLLNMRDLIV. The MHC is HLA-A02:01 with pseudo-sequence HLA-A02:01. The binding affinity (normalized) is 0.992.